From a dataset of Forward reaction prediction with 1.9M reactions from USPTO patents (1976-2016). Predict the product of the given reaction. Given the reactants [Na:1].[C:2]([OH:7])(=[O:6])[C:3]([CH3:5])=[CH2:4].[CH2:8]1[O:10][CH2:9]1.[CH2:11]=[CH:12][C:13]1[CH:18]=[CH:17][CH:16]=[CH:15][CH:14]=1.[C:19]([OH:24])(=[O:23])[C:20]([CH3:22])=[CH2:21].S(OOS([O-])(=O)=O)([O-])(=O)=O.[NH4+].[NH4+], predict the reaction product. The product is: [CH2:11]=[CH:12][C:13]1[CH:18]=[CH:17][CH:16]=[CH:15][CH:14]=1.[C:2]([OH:7])(=[O:6])[C:3]([CH3:5])=[CH2:4].[Na:1].[C:19]([OH:24])(=[O:23])[C:20]([CH3:22])=[CH2:21].[CH2:9]1[O:10][CH2:8]1.